This data is from Forward reaction prediction with 1.9M reactions from USPTO patents (1976-2016). The task is: Predict the product of the given reaction. Given the reactants [NH2:1][C:2]1[CH:7]=[CH:6][C:5]([CH2:8][C:9]([O:11][CH2:12][CH3:13])=[O:10])=[CH:4][CH:3]=1.[F:14][C:15]1[CH:20]=[CH:19][C:18]([C:21]2[N:25]([CH3:26])[N:24]=[CH:23][C:22]=2/[CH:27]=[CH:28]/[C:29](O)=[O:30])=[CH:17][CH:16]=1.O.ON1C2C=CC=CC=2N=N1.Cl.C(N=C=NCCCN(C)C)C, predict the reaction product. The product is: [F:14][C:15]1[CH:16]=[CH:17][C:18]([C:21]2[N:25]([CH3:26])[N:24]=[CH:23][C:22]=2/[CH:27]=[CH:28]/[C:29]([NH:1][C:2]2[CH:3]=[CH:4][C:5]([CH2:8][C:9]([O:11][CH2:12][CH3:13])=[O:10])=[CH:6][CH:7]=2)=[O:30])=[CH:19][CH:20]=1.